This data is from Catalyst prediction with 721,799 reactions and 888 catalyst types from USPTO. The task is: Predict which catalyst facilitates the given reaction. (1) Reactant: [NH2:1][C:2]1[N:10]=[C:9]([NH2:11])[CH:8]=[CH:7][C:3]=1[C:4]([OH:6])=O.C(N(CC)CC)C.F[P-](F)(F)(F)(F)F.N1(O[P+](N(C)C)(N(C)C)N(C)C)C2C=CC=CC=2N=N1.[F:46][C:47]1[CH:60]=[CH:59][C:50]([O:51][C:52]2[O:56][C:55]([CH2:57][NH2:58])=[CH:54][CH:53]=2)=[CH:49][CH:48]=1. Product: [NH2:1][C:2]1[N:10]=[C:9]([NH2:11])[CH:8]=[CH:7][C:3]=1[C:4]([NH:58][CH2:57][C:55]1[O:56][C:52]([O:51][C:50]2[CH:59]=[CH:60][C:47]([F:46])=[CH:48][CH:49]=2)=[CH:53][CH:54]=1)=[O:6]. The catalyst class is: 391. (2) Reactant: [CH3:1][O:2][C:3]1[CH:4]=[N:5][C:6]2[CH:7]=[CH:8][CH:9]=[C:10]([CH:13]=[O:14])[C:11]=2[N:12]=1.[BH4-].[Na+]. Product: [CH3:1][O:2][C:3]1[CH:4]=[N:5][C:6]2[C:11]([N:12]=1)=[C:10]([CH2:13][OH:14])[CH:9]=[CH:8][CH:7]=2. The catalyst class is: 14. (3) Reactant: [NH:1]1[CH2:4][CH:3]([CH2:5][N:6]([C@@H:13]2[CH2:15][C@H:14]2[C:16]2[CH:21]=[CH:20][CH:19]=[CH:18][CH:17]=2)C(=[O:12])C(F)(F)F)[CH2:2]1.[CH:22]([C:24]1[CH:31]=[CH:30][C:27]([C:28]#[N:29])=[CH:26][CH:25]=1)=[O:23].C(O)(=O)C.C(O[BH-](OC(=O)C)OC(=O)C)(=O)C.[Na+].[OH-].[Na+]. Product: [C:2](#[N:1])[CH3:3].[OH2:12].[NH4+:29].[OH-:23].[C:16]1([C@@H:14]2[CH2:15][C@H:13]2[NH:6][CH2:5][CH:3]2[CH2:2][N:1]([CH2:22][C:24]3[CH:31]=[CH:30][C:27]([C:28]#[N:29])=[CH:26][CH:25]=3)[CH2:4]2)[CH:17]=[CH:18][CH:19]=[CH:20][CH:21]=1. The catalyst class is: 278. (4) Reactant: [CH2:69]([OH:70])[C@H:28]1[O:29][C@@H:30]2[O:26][C@H:27]3[C@H:32]([OH:33])[C@@H:31]([OH:34])[C@@H:30]([O:26][C@H:27]4[C@H:32]([OH:33])[C@@H:31]([OH:34])[C@@H:30]([O:26][C@H:27]5[C@H:32]([OH:33])[C@@H:31]([OH:34])[C@@H:30]([O:26][C@H:27]6[C@H:32]([OH:33])[C@@H:31]([OH:34])[C@@H:30]([O:26][C@H:27]7[C@H:32]([OH:33])[C@@H:31]([OH:34])[C@@H:30]([O:26][C@H:27]8[C@H:32]([OH:33])[C@@H:31]([OH:34])[C@@H:30]([O:26][C@H:27]1[C@H:32]([OH:33])[C@H:31]2[OH:34])[O:29][C@@H:28]8[CH2:69][OH:70])[O:29][C@@H:28]7[CH2:69][OH:70])[O:29][C@@H:28]6[CH2:69][OH:70])[O:29][C@@H:28]5[CH2:69][OH:70])[O:29][C@@H:28]4[CH2:69][OH:70])[O:29][C@@H:28]3[CH2:69][OH:70]. Product: [CH2:69]([OH:70])[C@H:28]1[O:29][C@@H:30]2[O:26][C@H:27]3[C@H:32]([OH:33])[C@@H:31]([OH:34])[C@@H:30]([O:26][C@H:27]4[C@H:32]([OH:33])[C@@H:31]([OH:34])[C@@H:30]([O:26][C@H:27]5[C@H:32]([OH:33])[C@@H:31]([OH:34])[C@@H:30]([O:26][C@H:27]6[C@H:32]([OH:33])[C@@H:31]([OH:34])[C@@H:30]([O:26][C@H:27]7[C@H:32]([OH:33])[C@@H:31]([OH:34])[C@@H:30]([O:26][C@H:27]8[C@H:32]([OH:33])[C@@H:31]([OH:34])[C@@H:30]([O:26][C@H:27]9[C@H:32]([OH:33])[C@@H:31]([OH:34])[C@@H:30]([O:26][C@H:27]1[C@H:32]([OH:33])[C@H:31]2[OH:34])[O:29][C@@H:28]9[CH2:69][OH:70])[O:29][C@@H:28]8[CH2:69][OH:70])[O:29][C@@H:28]7[CH2:69][OH:70])[O:29][C@@H:28]6[CH2:69][OH:70])[O:29][C@@H:28]5[CH2:69][OH:70])[O:29][C@@H:28]4[CH2:69][OH:70])[O:29][C@@H:28]3[CH2:69][OH:70]. The catalyst class is: 6. (5) The catalyst class is: 71. Product: [C:1]([C:3]1[CH:4]=[C:5]([CH:37]=[CH:38][CH:39]=1)[C:6]([NH:8][C:9]1[C:10]([C:33]([F:34])([F:36])[F:35])=[C:11]2[C:17]([CH:18]3[CH2:23][CH2:22][NH:21][CH2:20][CH:19]3[CH3:31])=[CH:16][N:15]([CH3:32])[C:12]2=[N:13][CH:14]=1)=[O:7])#[N:2]. Reactant: [C:1]([C:3]1[CH:4]=[C:5]([CH:37]=[CH:38][CH:39]=1)[C:6]([NH:8][C:9]1[C:10]([C:33]([F:36])([F:35])[F:34])=[C:11]2[C:17]([CH:18]3[CH2:23][CH2:22][N:21](C(OC(C)(C)C)=O)[CH2:20][CH:19]3[CH3:31])=[CH:16][N:15]([CH3:32])[C:12]2=[N:13][CH:14]=1)=[O:7])#[N:2].Cl.C(=O)([O-])[O-]. (6) Reactant: C[O:2][C:3](=[O:47])[C:4]1[CH:9]=[CH:8][C:7]([N:10]2[C:14](=[O:15])[C@H:13]3[C@H:16]([C:34]4[CH:39]=[CH:38][CH:37]=[C:36]([Cl:40])[C:35]=4[F:41])[C@:17]([C:26]4[CH:31]=[CH:30][C:29]([Cl:32])=[CH:28][C:27]=4[F:33])([C:24]#[N:25])[C@H:18]([CH2:19][C:20]([CH3:23])([CH3:22])[CH3:21])[N:12]3[C@@H:11]2[CH:42]([CH3:44])[CH3:43])=[CH:6][C:5]=1[O:45][CH3:46].[Li+].[OH-]. Product: [Cl:40][C:36]1[C:35]([F:41])=[C:34]([C@H:16]2[C@H:13]3[N:12]([C@H:11]([CH:42]([CH3:44])[CH3:43])[N:10]([C:7]4[CH:8]=[CH:9][C:4]([C:3]([OH:47])=[O:2])=[C:5]([O:45][CH3:46])[CH:6]=4)[C:14]3=[O:15])[C@@H:18]([CH2:19][C:20]([CH3:23])([CH3:21])[CH3:22])[C@@:17]2([C:26]2[CH:31]=[CH:30][C:29]([Cl:32])=[CH:28][C:27]=2[F:33])[C:24]#[N:25])[CH:39]=[CH:38][CH:37]=1. The catalyst class is: 87. (7) Reactant: [C:1]([C:3]1[CH:4]=[C:5]([CH:9]=[CH:10][C:11]=1[F:12])[C:6]([OH:8])=O)#[N:2].[C:13]1([CH2:19][C:20]([NH:22][NH2:23])=[O:21])[CH:18]=[CH:17][CH:16]=[CH:15][CH:14]=1.C(=O)([O-])O.[Na+]. Product: [C:13]1([CH2:19][C:20]([NH:22][NH:23][C:6](=[O:8])[C:5]2[CH:9]=[CH:10][C:11]([F:12])=[C:3]([C:1]#[N:2])[CH:4]=2)=[O:21])[CH:18]=[CH:17][CH:16]=[CH:15][CH:14]=1. The catalyst class is: 3. (8) Reactant: [Cl:1][C:2]1[CH:3]=[C:4]([NH:9][C:10]([C:12]2[C:16]([CH2:17][O:18][Si:19]([CH:26]([CH3:28])[CH3:27])([CH:23]([CH3:25])[CH3:24])[CH:20]([CH3:22])[CH3:21])=[N:15][O:14][N:13]=2)=O)[CH:5]=[CH:6][C:7]=1[F:8].COC1C=CC(P2(=S)SP(C3C=CC(OC)=CC=3)(=S)[S:38]2)=CC=1. Product: [Cl:1][C:2]1[CH:3]=[C:4]([NH:9][C:10]([C:12]2[C:16]([CH2:17][O:18][Si:19]([CH:26]([CH3:28])[CH3:27])([CH:23]([CH3:25])[CH3:24])[CH:20]([CH3:22])[CH3:21])=[N:15][O:14][N:13]=2)=[S:38])[CH:5]=[CH:6][C:7]=1[F:8]. The catalyst class is: 648. (9) Reactant: [Br:1]Br.[CH3:3][O:4][C:5]1[CH:10]=[CH:9][C:8]([C:11]2[CH:16]=[CH:15][C:14]([CH:17]=[O:18])=[CH:13][CH:12]=2)=[CH:7][CH:6]=1. Product: [Br:1][C:10]1[CH:9]=[C:8]([C:11]2[CH:16]=[CH:15][C:14]([CH:17]=[O:18])=[CH:13][CH:12]=2)[CH:7]=[CH:6][C:5]=1[O:4][CH3:3]. The catalyst class is: 52.